This data is from Forward reaction prediction with 1.9M reactions from USPTO patents (1976-2016). The task is: Predict the product of the given reaction. (1) The product is: [OH:21][C:18]1[CH:17]=[CH:16][C:15](/[CH:14]=[CH:13]/[C:11]2[CH:10]=[C:9]([OH:25])[CH:8]=[C:7]([OH:6])[CH:12]=2)=[CH:20][CH:19]=1. Given the reactants [OH-].[K+].C([O:6][C:7]1[CH:12]=[C:11](/[CH:13]=[CH:14]/[C:15]2[CH:20]=[CH:19][C:18]([O:21]C(=O)C)=[CH:17][CH:16]=2)[CH:10]=[C:9]([O:25]C(=O)C)[CH:8]=1)(=O)C, predict the reaction product. (2) Given the reactants [C:1](=[C:4]([O:6][C:7]([C:10]([C:13]([F:16])([F:15])[F:14])([F:12])[F:11])([F:9])[F:8])[F:5])([F:3])[F:2].S(OOS([O-])(=O)=O)([O-])(=O)=O.[NH4+].[NH4+].FC(F)=C(F)F, predict the reaction product. The product is: [F:8][C:7]([F:9])=[C:10]([F:12])[F:11].[C:4]([F:5])([O:6][C:7]([F:8])([F:9])[C:10]([F:11])([F:12])[C:13]([F:14])([F:16])[F:15])=[C:1]([F:3])[F:2]. (3) Given the reactants [OH:1][C:2]1([CH2:21][C:22]#[N:23])[CH2:7][CH2:6][CH:5]([NH:8][C:9]2[C:14]([N+:15]([O-])=O)=[CH:13][N:12]=[C:11]3[CH:18]=[CH:19][S:20][C:10]=23)[CH2:4][CH2:3]1, predict the reaction product. The product is: [NH2:15][C:14]1[C:9]([NH:8][CH:5]2[CH2:6][CH2:7][C:2]([CH2:21][C:22]#[N:23])([OH:1])[CH2:3][CH2:4]2)=[C:10]2[S:20][CH:19]=[CH:18][C:11]2=[N:12][CH:13]=1. (4) Given the reactants [CH2:1](O)[CH2:2][C:3]#[CH:4].C(N(CC)CC)C.CS(Cl)(=O)=O.Cl.[Cl:19][C:20]1[CH:25]=[CH:24][C:23]([CH:26]2[CH2:31][CH2:30][NH:29][CH2:28][CH2:27]2)=[CH:22][CH:21]=1.C(=O)([O-])[O-].[K+].[K+].Cl, predict the reaction product. The product is: [CH2:1]([N:29]1[CH2:30][CH2:31][CH:26]([C:23]2[CH:22]=[CH:21][C:20]([Cl:19])=[CH:25][CH:24]=2)[CH2:27][CH2:28]1)[CH2:2][C:3]#[CH:4]. (5) Given the reactants [C:1]([N:4]1[CH2:9][CH2:8][N:7]([CH2:10][C:11]2[CH:16]=[CH:15][C:14]([CH2:17][N:18]3[CH2:31][CH2:30][CH2:29][N:28](C(OC(C)(C)C)=O)[CH2:27][CH2:26][N:25](C(OC(C)(C)C)=O)[CH2:24][CH2:23][CH2:22][N:21](C(OC(C)(C)C)=O)[CH2:20][CH2:19]3)=[CH:13][CH:12]=2)[CH2:6][CH2:5]1)(=[O:3])[CH3:2].[ClH:53], predict the reaction product. The product is: [ClH:53].[ClH:53].[ClH:53].[ClH:53].[ClH:53].[C:1]([N:4]1[CH2:5][CH2:6][N:7]([CH2:10][C:11]2[CH:16]=[CH:15][C:14]([CH2:17][N:18]3[CH2:31][CH2:30][CH2:29][NH:28][CH2:27][CH2:26][NH:25][CH2:24][CH2:23][CH2:22][NH:21][CH2:20][CH2:19]3)=[CH:13][CH:12]=2)[CH2:8][CH2:9]1)(=[O:3])[CH3:2]. (6) Given the reactants [CH2:1]([N:8]1[CH2:13][CH:12]2[CH2:14][CH:9]1[CH:10]=[CH:11]2)[C:2]1[CH:7]=[CH:6][CH:5]=[CH:4][CH:3]=1.B.C1C[O:19]CC1.[OH-].[Na+].OO.C([O-])([O-])=O.[K+].[K+], predict the reaction product. The product is: [CH2:1]([N:8]1[CH2:13][CH:12]2[CH2:14][CH:9]1[CH:10]([OH:19])[CH2:11]2)[C:2]1[CH:7]=[CH:6][CH:5]=[CH:4][CH:3]=1. (7) Given the reactants [CH3:1][O:2][C:3]1[CH:10]=[CH:9][C:6]([CH:7]=O)=[CH:5][N:4]=1.[CH3:11][O:12][C:13]1[CH:14]=[C:15]([CH:17]=[CH:18][CH:19]=1)[NH2:16], predict the reaction product. The product is: [CH3:11][O:12][C:13]1[CH:14]=[C:15]([CH:17]=[CH:18][CH:19]=1)[N:16]=[CH:7][C:6]1[CH:5]=[N:4][C:3]([O:2][CH3:1])=[CH:10][CH:9]=1. (8) Given the reactants [C:1](Cl)(=O)C.[Br:5][C:6]1[CH:11]=[CH:10][C:9]([CH:12]=[CH:13][C:14](=[O:18])[C:15]([OH:17])=[O:16])=[CH:8][C:7]=1[F:19], predict the reaction product. The product is: [CH3:1][O:16][C:15](=[O:17])[C:14](=[O:18])[CH:13]=[CH:12][C:9]1[CH:10]=[CH:11][C:6]([Br:5])=[C:7]([F:19])[CH:8]=1.